From a dataset of Full USPTO retrosynthesis dataset with 1.9M reactions from patents (1976-2016). Predict the reactants needed to synthesize the given product. (1) Given the product [F:20][C:2]1([F:1])[CH2:5][N:4]([C:6]2[CH:7]=[CH:8][C:9]([C:16]([OH:18])=[O:17])=[N:10][C:11]=2[O:12][CH2:13][CH2:14][F:15])[CH2:3]1, predict the reactants needed to synthesize it. The reactants are: [F:1][C:2]1([F:20])[CH2:5][N:4]([C:6]2[CH:7]=[CH:8][C:9]([C:16]([O:18]C)=[O:17])=[N:10][C:11]=2[O:12][CH2:13][CH2:14][F:15])[CH2:3]1.O.[OH-].[Li+]. (2) Given the product [Br:1][C:2]1[CH:3]=[N:4][C:5]2[N:6]([N:8]=[C:9]([C:11]([N:21]3[CH2:20][CH2:19][C:18]4[C:23](=[CH:24][C:15]([F:14])=[CH:16][CH:17]=4)[CH:22]3[CH3:25])=[O:13])[CH:10]=2)[CH:7]=1, predict the reactants needed to synthesize it. The reactants are: [Br:1][C:2]1[CH:3]=[N:4][C:5]2[N:6]([N:8]=[C:9]([C:11]([OH:13])=O)[CH:10]=2)[CH:7]=1.[F:14][C:15]1[CH:24]=[C:23]2[C:18]([CH2:19][CH2:20][NH:21][CH:22]2[CH3:25])=[CH:17][CH:16]=1.C(Cl)CCl.C1C=CC2N(O)N=NC=2C=1. (3) Given the product [C:30](=[O:31])([O:32][C:33]1[CH:38]=[CH:37][C:36]([N+:39]([O-:41])=[O:40])=[CH:35][CH:34]=1)[NH2:1], predict the reactants needed to synthesize it. The reactants are: [N:1]1C=CC(N2CCC3(CCN(C(N4CCC(CC(O)=O)CC4)=O)CC3)C2)=CC=1.Cl[C:30]([O:32][C:33]1[CH:38]=[CH:37][C:36]([N+:39]([O-:41])=[O:40])=[CH:35][CH:34]=1)=[O:31]. (4) Given the product [OH:18][CH2:17][CH2:16][C:12]1[CH:11]=[C:10]([C:4]([CH3:9])([CH2:3][OH:2])[CH2:5][OH:6])[CH:15]=[CH:14][CH:13]=1, predict the reactants needed to synthesize it. The reactants are: C[O:2][C:3](=O)[C:4]([C:10]1[CH:15]=[CH:14][CH:13]=[C:12]([CH2:16][C:17](OC)=[O:18])[CH:11]=1)([CH3:9])[C:5](OC)=[O:6].[H-].[Al+3].[Li+].[H-].[H-].[H-].C(OCC)C.CC(=O)OCC.